Predict the reactants needed to synthesize the given product. From a dataset of Full USPTO retrosynthesis dataset with 1.9M reactions from patents (1976-2016). (1) Given the product [CH3:1][O:2][C:3]1[CH:4]=[CH:5][C:6]2[O:10][C:9]([B:17]([OH:23])[OH:18])=[CH:8][C:7]=2[CH:11]=1, predict the reactants needed to synthesize it. The reactants are: [CH3:1][O:2][C:3]1[CH:4]=[CH:5][C:6]2[O:10][CH:9]=[CH:8][C:7]=2[CH:11]=1.[Li]CCCC.[B:17](OCCCC)([O:23]CCCC)[O:18]CCCC. (2) Given the product [Br:1][C:2]1[N:3]=[C:4]2[N:16]([CH2:17][C:18]3[C:23]([F:24])=[CH:22][CH:21]=[C:20]([F:25])[C:19]=3[Cl:26])[C:10](=[O:11])[C:9](=[O:15])[NH:8][C:5]2=[N:6][CH:7]=1, predict the reactants needed to synthesize it. The reactants are: [Br:1][C:2]1[N:3]=[C:4]([NH:16][CH2:17][C:18]2[C:23]([F:24])=[CH:22][CH:21]=[C:20]([F:25])[C:19]=2[Cl:26])[C:5]([NH:8][C:9](=[O:15])[C:10](OCC)=[O:11])=[N:6][CH:7]=1. (3) Given the product [CH3:14][O:13][C:4]1[S:3][C:2]2[NH:1][C:19](=[O:25])[N:42]([C@H:40]([C:34]3[CH:39]=[CH:38][CH:37]=[CH:36][CH:35]=3)[CH3:41])[C:7](=[O:9])[C:6]=2[C:5]=1[CH3:12], predict the reactants needed to synthesize it. The reactants are: [NH2:1][C:2]1[S:3][C:4]([O:13][CH3:14])=[C:5]([CH3:12])[C:6]=1[C:7]([O:9]CC)=O.ClC(Cl)(O[C:19](=[O:25])OC(Cl)(Cl)Cl)Cl.C(N(CC)CC)C.[C:34]1([C@@H:40]([NH2:42])[CH3:41])[CH:39]=[CH:38][CH:37]=[CH:36][CH:35]=1. (4) Given the product [CH:32]([NH:31][C:28]1[S:29][CH:30]=[C:26]([C:16]2[CH:15]=[C:14]([O:13][C@H:11]3[CH2:12][NH:8][C@H:9]([C:35]([NH:36][C@:37]4([C:42]([NH:44][S:45]([C:48]5[CH:53]=[CH:52][CH:51]=[CH:50][C:49]=5[NH:54][C:55]([CH2:56][CH2:57][CH2:58][CH2:59][CH2:60][CH2:61][CH2:62][CH2:63][C:64]([OH:66])=[O:65])=[O:67])(=[O:47])=[O:46])=[O:43])[CH2:39][C@H:38]4[CH:40]=[CH2:41])=[O:68])[CH2:10]3)[C:23]3[C:18](=[CH:19][C:20]([O:24][CH3:25])=[CH:21][CH:22]=3)[N:17]=2)[N:27]=1)([CH3:33])[CH3:34], predict the reactants needed to synthesize it. The reactants are: C(OC([N:8]1[CH2:12][C@H:11]([O:13][C:14]2[C:23]3[C:18](=[CH:19][C:20]([O:24][CH3:25])=[CH:21][CH:22]=3)[N:17]=[C:16]([C:26]3[N:27]=[C:28]([NH:31][CH:32]([CH3:34])[CH3:33])[S:29][CH:30]=3)[CH:15]=2)[CH2:10][C@H:9]1[C:35](=[O:68])[NH:36][C@:37]1([C:42]([NH:44][S:45]([C:48]2[CH:53]=[CH:52][CH:51]=[CH:50][C:49]=2[NH:54][C:55](=[O:67])[CH2:56][CH2:57][CH2:58][CH2:59][CH2:60][CH2:61][CH2:62][CH2:63][C:64]([OH:66])=[O:65])(=[O:47])=[O:46])=[O:43])[CH2:39][C@H:38]1[CH:40]=[CH2:41])=O)(C)(C)C.C(O)(C(F)(F)F)=O. (5) Given the product [C:1]([C:5]1[N:10]=[CH:9][C:8]([C:11]2[N:12]([C:32]([N:34]3[CH2:39][CH2:38][CH:37]([CH2:40][C:41]([NH:54][CH:47]4[CH2:53][CH2:52][CH2:51][CH2:50][CH2:49][CH2:48]4)=[O:42])[CH2:36][CH2:35]3)=[O:33])[C@@:13]([C:25]3[CH:30]=[CH:29][C:28]([Cl:31])=[CH:27][CH:26]=3)([CH3:24])[C@@:14]([C:17]3[CH:18]=[CH:19][C:20]([Cl:23])=[CH:21][CH:22]=3)([CH3:16])[N:15]=2)=[C:7]([O:44][CH2:45][CH3:46])[CH:6]=1)([CH3:2])([CH3:3])[CH3:4], predict the reactants needed to synthesize it. The reactants are: [C:1]([C:5]1[N:10]=[CH:9][C:8]([C:11]2[N:12]([C:32]([N:34]3[CH2:39][CH2:38][CH:37]([CH2:40][C:41](O)=[O:42])[CH2:36][CH2:35]3)=[O:33])[C@@:13]([C:25]3[CH:30]=[CH:29][C:28]([Cl:31])=[CH:27][CH:26]=3)([CH3:24])[C@@:14]([C:17]3[CH:22]=[CH:21][C:20]([Cl:23])=[CH:19][CH:18]=3)([CH3:16])[N:15]=2)=[C:7]([O:44][CH2:45][CH3:46])[CH:6]=1)([CH3:4])([CH3:3])[CH3:2].[CH:47]1([NH2:54])[CH2:53][CH2:52][CH2:51][CH2:50][CH2:49][CH2:48]1. (6) Given the product [Si:16]([O:15][C@@H:11]1[C@@H:12]([CH3:14])[CH2:13][N:8]([C:7]2[CH:6]=[CH:5][N:4]=[CH:3][C:2]=2[NH:1][C:43]([C:40]2[N:39]=[C:38]3[O:46][C:35]([CH:33]4[CH2:34][CH:32]4[CH3:31])=[CH:36][C:37]3=[CH:42][CH:41]=2)=[O:44])[CH2:9][C@H:10]1[NH:23][C:24](=[O:30])[O:25][C:26]([CH3:29])([CH3:28])[CH3:27])([C:19]([CH3:22])([CH3:21])[CH3:20])([CH3:18])[CH3:17], predict the reactants needed to synthesize it. The reactants are: [NH2:1][C:2]1[CH:3]=[N:4][CH:5]=[CH:6][C:7]=1[N:8]1[CH2:13][C@H:12]([CH3:14])[C@@H:11]([O:15][Si:16]([C:19]([CH3:22])([CH3:21])[CH3:20])([CH3:18])[CH3:17])[C@H:10]([NH:23][C:24](=[O:30])[O:25][C:26]([CH3:29])([CH3:28])[CH3:27])[CH2:9]1.[CH3:31][CH:32]1[CH2:34][CH:33]1[C:35]1[O:46][C:38]2=[N:39][C:40]([C:43](O)=[O:44])=[CH:41][CH:42]=[C:37]2[CH:36]=1.CCN(C(C)C)C(C)C.CN(C(ON1N=NC2C=CC=NC1=2)=[N+](C)C)C.F[P-](F)(F)(F)(F)F. (7) Given the product [NH2:15][CH2:14][CH:5]([C:4]1[CH:7]=[CH:8][CH:9]=[C:2]([Br:1])[CH:3]=1)[OH:6], predict the reactants needed to synthesize it. The reactants are: [Br:1][C:2]1[CH:3]=[C:4]([CH:7]=[CH:8][CH:9]=1)[CH:5]=[O:6].C[Si]([C:14]#[N:15])(C)C.C(N(CC)C(C)C)(C)C.[H-].[Al+3].[Li+].[H-].[H-].[H-]. (8) Given the product [CH3:1][O:2][CH2:3][CH2:4][C:5]1[N:6]([CH2:18][CH2:19][CH2:20][CH2:21][CH2:22][C:23]([OH:25])=[O:24])[C:7]2[C:16]3[CH:15]=[CH:14][CH:13]=[CH:12][C:11]=3[N:10]=[CH:9][C:8]=2[N:17]=1, predict the reactants needed to synthesize it. The reactants are: [CH3:1][O:2][CH2:3][CH2:4][C:5]1[N:6]([CH2:18][CH2:19][CH2:20][CH2:21][CH2:22][C:23]([O:25]CC)=[O:24])[C:7]2[C:16]3[CH:15]=[CH:14][CH:13]=[CH:12][C:11]=3[N:10]=[CH:9][C:8]=2[N:17]=1.[OH-].[Na+].